This data is from Catalyst prediction with 721,799 reactions and 888 catalyst types from USPTO. The task is: Predict which catalyst facilitates the given reaction. (1) Reactant: Cl[C:2]1[CH:7]=[C:6]([Cl:8])[N:5]=[C:4]([NH2:9])[N:3]=1.[NH:10]1[CH2:16][CH2:15][CH2:14][CH2:13][CH2:12][CH2:11]1.C(N(CC)CC)C. Product: [Cl:8][C:6]1[CH:7]=[C:2]([N:10]2[CH2:16][CH2:15][CH2:14][CH2:13][CH2:12][CH2:11]2)[N:3]=[C:4]([NH2:9])[N:5]=1. The catalyst class is: 5. (2) Reactant: [Si]([O:8][CH2:9][C@@H:10]([N:14]([CH3:27])[C:15]([NH:17][CH2:18][C:19]1[CH:24]=[CH:23][CH:22]=[C:21]([F:25])[C:20]=1[Cl:26])=[O:16])[CH2:11][CH:12]=[CH2:13])(C(C)(C)C)(C)C.Cl. Product: [Cl:26][C:20]1[C:21]([F:25])=[CH:22][CH:23]=[CH:24][C:19]=1[CH2:18][NH:17][C:15](=[O:16])[N:14]([C@@H:10]([CH2:11][CH:12]=[CH2:13])[CH2:9][OH:8])[CH3:27]. The catalyst class is: 5. (3) Reactant: [C:1]([O:5][C:6]([N:8]1[CH2:12][CH2:11][C@@H:10](OS(C2C=CC(C)=CC=2)(=O)=O)[CH2:9]1)=[O:7])([CH3:4])([CH3:3])[CH3:2].[CH3:24][C@H:25]1[CH2:29][CH2:28][CH2:27][NH:26]1.C([O-])([O-])=O.[K+].[K+]. Product: [C:1]([O:5][C:6]([N:8]1[CH2:12][CH2:11][C@H:10]([N:26]2[CH2:27][CH2:28][CH2:29][C@@H:25]2[CH3:24])[CH2:9]1)=[O:7])([CH3:2])([CH3:3])[CH3:4]. The catalyst class is: 23.